Dataset: Full USPTO retrosynthesis dataset with 1.9M reactions from patents (1976-2016). Task: Predict the reactants needed to synthesize the given product. (1) Given the product [C:1]([C:5]1[CH:6]=[C:7]([NH:35][S:36]([CH3:39])(=[O:37])=[O:38])[C:8]([O:33][CH3:34])=[C:9]([NH:11][C:12]([C:14]2[S:18][C:17]3[C:19]([NH:23][C:24](=[O:32])[C:25]4[CH:30]=[CH:29][C:28]([NH:35][C@@H:7]([CH3:6])[CH2:8][O:33][CH3:34])=[N:27][CH:26]=4)=[CH:20][CH:21]=[CH:22][C:16]=3[CH:15]=2)=[O:13])[CH:10]=1)([CH3:4])([CH3:3])[CH3:2], predict the reactants needed to synthesize it. The reactants are: [C:1]([C:5]1[CH:6]=[C:7]([N:35](C(C2C=NC(Cl)=CC=2)=O)[S:36]([CH3:39])(=[O:38])=[O:37])[C:8]([O:33][CH3:34])=[C:9]([NH:11][C:12]([C:14]2[S:18][C:17]3[C:19]([NH:23][C:24](=[O:32])[C:25]4[CH:30]=[CH:29][C:28](Cl)=[N:27][CH:26]=4)=[CH:20][CH:21]=[CH:22][C:16]=3[CH:15]=2)=[O:13])[CH:10]=1)([CH3:4])([CH3:3])[CH3:2]. (2) Given the product [Br:1][C:2]1[CH:3]=[C:4]2[C:10]([C:11]([C:12]3[C:13]([F:27])=[C:14]([NH:19][S:20]([CH2:23][CH:24]([CH3:25])[CH3:26])(=[O:22])=[O:21])[CH:15]=[CH:16][C:17]=3[F:18])=[O:28])=[CH:9][NH:8][C:5]2=[N:6][CH:7]=1, predict the reactants needed to synthesize it. The reactants are: [Br:1][C:2]1[CH:3]=[C:4]2[C:10]([CH:11]([OH:28])[C:12]3[C:13]([F:27])=[C:14]([NH:19][S:20]([CH2:23][CH:24]([CH3:26])[CH3:25])(=[O:22])=[O:21])[CH:15]=[CH:16][C:17]=3[F:18])=[CH:9][NH:8][C:5]2=[N:6][CH:7]=1.CC(OI1(OC(C)=O)(OC(C)=O)OC(=O)C2C=CC=CC1=2)=O. (3) Given the product [Cl:1][C:2]1[CH:9]=[C:8]([NH:19][C@H:18]([C:20]([OH:22])=[O:21])[CH2:17][C:16]2[CH:15]=[CH:14][C:13]([C:11]#[N:12])=[CH:24][CH:23]=2)[CH:7]=[CH:6][C:3]=1[C:4]#[N:5], predict the reactants needed to synthesize it. The reactants are: [Cl:1][C:2]1[CH:9]=[C:8](F)[CH:7]=[CH:6][C:3]=1[C:4]#[N:5].[C:11]([C:13]1[CH:24]=[CH:23][C:16]([CH2:17][C@@H:18]([C:20]([OH:22])=[O:21])[NH2:19])=[CH:15][CH:14]=1)#[N:12].C(=O)([O-])[O-].[Cs+].[Cs+].C(OCC)(=O)C. (4) Given the product [O:2]1[C:6]2[CH:7]=[CH:8][CH:9]=[C:10]([CH:11]3[CH2:16][CH2:15][N:14]([CH2:17][CH2:18][C@H:19]4[CH2:20][CH2:21][C@H:22]([NH:25][C:31](=[O:32])[CH2:30][S:27]([CH3:26])(=[O:29])=[O:28])[CH2:23][CH2:24]4)[CH2:13][CH2:12]3)[C:5]=2[O:4][CH2:3]1, predict the reactants needed to synthesize it. The reactants are: Cl.[O:2]1[C:6]2[CH:7]=[CH:8][CH:9]=[C:10]([CH:11]3[CH2:16][CH2:15][N:14]([CH2:17][CH2:18][C@H:19]4[CH2:24][CH2:23][C@H:22]([NH2:25])[CH2:21][CH2:20]4)[CH2:13][CH2:12]3)[C:5]=2[O:4][CH2:3]1.[CH3:26][S:27]([CH2:30][C:31](O)=[O:32])(=[O:29])=[O:28]. (5) Given the product [CH3:21][CH2:20][CH2:19][CH:15]([NH:14][S:11]([C:7]1[CH:6]=[C:5]([CH2:4][CH2:3][CH2:2][NH:1][C:27](=[O:28])[O:26][C:23]([CH3:25])([CH3:24])[CH3:22])[CH:10]=[CH:9][CH:8]=1)(=[O:13])=[O:12])[CH2:16][CH2:17][CH3:18], predict the reactants needed to synthesize it. The reactants are: [NH2:1][CH2:2][CH2:3][CH2:4][C:5]1[CH:6]=[C:7]([S:11]([NH:14][CH:15]([CH2:19][CH2:20][CH3:21])[CH2:16][CH2:17][CH3:18])(=[O:13])=[O:12])[CH:8]=[CH:9][CH:10]=1.[CH3:22][C:23]([O:26][C:27](O[C:27]([O:26][C:23]([CH3:25])([CH3:24])[CH3:22])=[O:28])=[O:28])([CH3:25])[CH3:24]. (6) Given the product [Cl:1][C:2]1[C:3]([C:10]([O:12][CH3:13])=[O:11])=[N:4][C:5]([C:14](=[O:16])[CH3:15])=[CH:6][C:7]=1[Cl:8], predict the reactants needed to synthesize it. The reactants are: [Cl:1][C:2]1[C:3]([C:10]([O:12][CH3:13])=[O:11])=[N:4][C:5](Cl)=[CH:6][C:7]=1[Cl:8].[CH2:14]([O:16]C=C[Sn](CCCC)(CCCC)CCCC)[CH3:15].[F-].[Cs+]. (7) Given the product [C:24]([N:28]1[CH2:2][C:3]2[C:4](=[CH:9][CH:10]=[CH:11][C:12]=2[O:13][C:14]2[CH:19]=[CH:18][C:17]([N+:20]([O-:22])=[O:21])=[CH:16][C:15]=2[Cl:23])[C:5]1=[O:7])([CH3:27])([CH3:26])[CH3:25], predict the reactants needed to synthesize it. The reactants are: Br[CH2:2][C:3]1[C:12]([O:13][C:14]2[CH:19]=[CH:18][C:17]([N+:20]([O-:22])=[O:21])=[CH:16][C:15]=2[Cl:23])=[CH:11][CH:10]=[CH:9][C:4]=1[C:5]([O:7]C)=O.[C:24]([NH2:28])([CH3:27])([CH3:26])[CH3:25].C(=O)([O-])[O-].[K+].[K+].C(#N)C. (8) The reactants are: [F:1][C:2]1[CH:11]=[CH:10][C:9]([O:12]C)=[C:8]2[C:3]=1[C:4](=[O:22])[C:5]([C:14]1[CH:19]=[CH:18][C:17]([O:20]C)=[CH:16][CH:15]=1)=[CH:6][NH:7]2.B(Br)(Br)Br. Given the product [F:1][C:2]1[CH:11]=[CH:10][C:9]([OH:12])=[C:8]2[C:3]=1[C:4](=[O:22])[C:5]([C:14]1[CH:19]=[CH:18][C:17]([OH:20])=[CH:16][CH:15]=1)=[CH:6][NH:7]2, predict the reactants needed to synthesize it.